Dataset: Forward reaction prediction with 1.9M reactions from USPTO patents (1976-2016). Task: Predict the product of the given reaction. Given the reactants [C:1]([O:5][C:6]([N:8]1[CH2:11][CH:10]([C:12]([OH:14])=O)[CH2:9]1)=[O:7])([CH3:4])([CH3:3])[CH3:2].C1CCC(N=C=NC2CCCCC2)CC1.CCN(CC)CC.Cl.[CH3:38][NH:39][O:40][CH3:41], predict the reaction product. The product is: [CH3:41][O:40][N:39]([CH3:38])[C:12]([CH:10]1[CH2:9][N:8]([C:6]([O:5][C:1]([CH3:2])([CH3:3])[CH3:4])=[O:7])[CH2:11]1)=[O:14].